Dataset: Forward reaction prediction with 1.9M reactions from USPTO patents (1976-2016). Task: Predict the product of the given reaction. (1) Given the reactants [C:1]([C:5]1[CH:6]=[C:7]([C:10]([O:12]CC)=[O:11])[NH:8][CH:9]=1)([CH3:4])([CH3:3])[CH3:2].[OH-].[Na+].Cl, predict the reaction product. The product is: [C:1]([C:5]1[CH:6]=[C:7]([C:10]([OH:12])=[O:11])[NH:8][CH:9]=1)([CH3:4])([CH3:2])[CH3:3]. (2) Given the reactants [F:1][C:2]([F:23])([F:22])[C:3]1[CH:8]=[CH:7][C:6](/[CH:9]=[CH:10]/[C:11]2[O:12][CH:13]=[C:14]([CH2:16]CS([O-])(=O)=O)[N:15]=2)=[CH:5][CH:4]=1.[N:24]1([CH2:29][CH2:30][CH2:31][CH2:32][C:33]2[CH:38]=[CH:37][C:36]([OH:39])=[CH:35][CH:34]=2)[CH:28]=[CH:27][N:26]=[N:25]1.C1COCC1.[OH-].[Na+], predict the reaction product. The product is: [F:23][C:2]([F:1])([F:22])[C:3]1[CH:4]=[CH:5][C:6](/[CH:9]=[CH:10]/[C:11]2[O:12][CH:13]=[C:14]([CH2:16][O:39][C:36]3[CH:37]=[CH:38][C:33]([CH2:32][CH2:31][CH2:30][CH2:29][N:24]4[CH:28]=[CH:27][N:26]=[N:25]4)=[CH:34][CH:35]=3)[N:15]=2)=[CH:7][CH:8]=1.